From a dataset of Catalyst prediction with 721,799 reactions and 888 catalyst types from USPTO. Predict which catalyst facilitates the given reaction. (1) Reactant: [F:1][C:2]([F:35])([F:34])[C@:3]([C:10]1[S:14][C:13]([S:15][C:16]2[CH:25]=[C:24]3[C:19]([C:20]([C:27]4[CH:32]=[CH:31][C:30]([F:33])=[CH:29][CH:28]=4)=[CH:21][C:22](=[O:26])[O:23]3)=[CH:18][CH:17]=2)=[N:12][CH:11]=1)([OH:9])[CH2:4][C:5](OC)=[O:6].[H-].[H-].[H-].[H-].[Li+].[Al+3]. Product: [OH:9][C@@:3]([C:10]1[S:14][C:13]([S:15][C:16]2[CH:25]=[C:24]3[C:19]([C:20]([C:27]4[CH:28]=[CH:29][C:30]([F:33])=[CH:31][CH:32]=4)=[CH:21][C:22](=[O:26])[O:23]3)=[CH:18][CH:17]=2)=[N:12][CH:11]=1)([C:2]([F:1])([F:35])[F:34])[CH2:4][CH2:5][OH:6]. The catalyst class is: 1. (2) Reactant: [NH2:1][C:2]1[CH:3]=[C:4]([C@@H:9]([OH:39])[CH2:10][N:11]([C:32]([O:34][C:35]([CH3:38])([CH3:37])[CH3:36])=[O:33])[CH2:12][CH2:13][O:14][C:15]2[CH:23]=[C:22]3[C:18]([C:19]([Cl:31])=[N:20][N:21]3[C:24]([O:26][C:27]([CH3:30])([CH3:29])[CH3:28])=[O:25])=[CH:17][CH:16]=2)[CH:5]=[CH:6][C:7]=1[F:8].N1C=CN=C1.Cl[Si:46]([CH2:51][CH3:52])([CH2:49][CH3:50])[CH2:47][CH3:48].C(=O)([O-])O.[Na+]. Product: [NH2:1][C:2]1[CH:3]=[C:4]([C@@H:9]([O:39][Si:46]([CH2:51][CH3:52])([CH2:49][CH3:50])[CH2:47][CH3:48])[CH2:10][N:11]([C:32]([O:34][C:35]([CH3:38])([CH3:37])[CH3:36])=[O:33])[CH2:12][CH2:13][O:14][C:15]2[CH:23]=[C:22]3[C:18]([C:19]([Cl:31])=[N:20][N:21]3[C:24]([O:26][C:27]([CH3:28])([CH3:29])[CH3:30])=[O:25])=[CH:17][CH:16]=2)[CH:5]=[CH:6][C:7]=1[F:8]. The catalyst class is: 3. (3) Reactant: [Br:1][C:2]1[C:7]([OH:8])=[CH:6][CH:5]=[CH:4][N:3]=1.[H-].[Na+].[C:11]([NH2:14])(=[O:13])[CH3:12]. Product: [Br:1][C:2]1[C:7]([O:8][CH2:12][C:11]([NH2:14])=[O:13])=[CH:6][CH:5]=[CH:4][N:3]=1. The catalyst class is: 7. (4) Reactant: C([O:3][C:4]([C:6]1[CH:15]=[C:14]([O:16][CH2:17][CH3:18])[C:9]2[NH:10][C:11](=[O:13])[O:12][C:8]=2[CH:7]=1)=O)C.[H-].C([Al+]CC(C)C)C(C)C. Product: [CH2:17]([O:16][C:14]1[C:9]2[NH:10][C:11](=[O:13])[O:12][C:8]=2[CH:7]=[C:6]([CH2:4][OH:3])[CH:15]=1)[CH3:18]. The catalyst class is: 410. (5) Reactant: [Cl:1][C:2]1[CH:3]=[CH:4][C:5]2[NH:11][C:10](=[N:12][NH2:13])[C@@H:9]([CH2:14][C:15]([O:17][CH2:18][CH3:19])=[O:16])[O:8][C@H:7]([C:20]3[CH:25]=[CH:24][CH:23]=[C:22]([O:26][CH3:27])[C:21]=3[O:28][CH3:29])[C:6]=2[CH:30]=1.[CH3:31][CH:32]([CH3:36])[C:33](Cl)=[O:34].C(=O)(O)[O-].[Na+]. Product: [Cl:1][C:2]1[CH:3]=[CH:4][C:5]2[NH:11][C:10](=[N:12][NH:13][C:33](=[O:34])[CH:32]([CH3:36])[CH3:31])[C@@H:9]([CH2:14][C:15]([O:17][CH2:18][CH3:19])=[O:16])[O:8][C@H:7]([C:20]3[CH:25]=[CH:24][CH:23]=[C:22]([O:26][CH3:27])[C:21]=3[O:28][CH3:29])[C:6]=2[CH:30]=1. The catalyst class is: 7. (6) Reactant: Br[C:2]1[CH:3]=[CH:4][C:5]2[N:9]=[CH:8][N:7]([C:10]3[CH:15]=[CH:14][CH:13]=[CH:12][CH:11]=3)[C:6]=2[CH:16]=1.[CH2:17]1[C:26]2[C:21](=[CH:22][CH:23]=[CH:24][CH:25]=2)[CH2:20][CH2:19][N:18]1[CH2:27][CH:28]([OH:46])[CH2:29][O:30][C:31]1[CH:36]=[CH:35][CH:34]=[C:33](B2OC(C)(C)C(C)(C)O2)[CH:32]=1.C([O-])([O-])=O.[K+].[K+].O1CCOCC1. Product: [CH2:17]1[C:26]2[C:21](=[CH:22][CH:23]=[CH:24][CH:25]=2)[CH2:20][CH2:19][N:18]1[CH2:27][CH:28]([OH:46])[CH2:29][O:30][C:31]1[CH:36]=[CH:35][CH:34]=[C:33]([C:2]2[CH:3]=[CH:4][C:5]3[N:9]=[CH:8][N:7]([C:10]4[CH:15]=[CH:14][CH:13]=[CH:12][CH:11]=4)[C:6]=3[CH:16]=2)[CH:32]=1. The catalyst class is: 263.